This data is from Peptide-MHC class I binding affinity with 185,985 pairs from IEDB/IMGT. The task is: Regression. Given a peptide amino acid sequence and an MHC pseudo amino acid sequence, predict their binding affinity value. This is MHC class I binding data. (1) The peptide sequence is DQFSIPIRY. The MHC is HLA-B07:02 with pseudo-sequence HLA-B07:02. The binding affinity (normalized) is 0.0847. (2) The peptide sequence is ITAAAWYLW. The MHC is HLA-B53:01 with pseudo-sequence HLA-B53:01. The binding affinity (normalized) is 0.523. (3) The peptide sequence is PAMCNVYI. The MHC is Mamu-A02 with pseudo-sequence Mamu-A02. The binding affinity (normalized) is 0.